This data is from NCI-60 drug combinations with 297,098 pairs across 59 cell lines. The task is: Regression. Given two drug SMILES strings and cell line genomic features, predict the synergy score measuring deviation from expected non-interaction effect. (1) Drug 1: C1=C(C(=O)NC(=O)N1)F. Drug 2: CC1C(C(=O)NC(C(=O)N2CCCC2C(=O)N(CC(=O)N(C(C(=O)O1)C(C)C)C)C)C(C)C)NC(=O)C3=C4C(=C(C=C3)C)OC5=C(C(=O)C(=C(C5=N4)C(=O)NC6C(OC(=O)C(N(C(=O)CN(C(=O)C7CCCN7C(=O)C(NC6=O)C(C)C)C)C)C(C)C)C)N)C. Cell line: 786-0. Synergy scores: CSS=42.7, Synergy_ZIP=6.49, Synergy_Bliss=9.36, Synergy_Loewe=9.55, Synergy_HSA=9.56. (2) Synergy scores: CSS=-3.14, Synergy_ZIP=1.49, Synergy_Bliss=-0.447, Synergy_Loewe=-3.16, Synergy_HSA=-3.53. Drug 2: C1=CN(C=N1)CC(O)(P(=O)(O)O)P(=O)(O)O. Drug 1: CC1=C(C(CCC1)(C)C)C=CC(=CC=CC(=CC(=O)O)C)C. Cell line: BT-549. (3) Drug 1: CC(C)(C#N)C1=CC(=CC(=C1)CN2C=NC=N2)C(C)(C)C#N. Drug 2: CC1C(C(CC(O1)OC2CC(CC3=C2C(=C4C(=C3O)C(=O)C5=CC=CC=C5C4=O)O)(C(=O)C)O)N)O. Cell line: A498. Synergy scores: CSS=69.1, Synergy_ZIP=0.377, Synergy_Bliss=2.41, Synergy_Loewe=-0.125, Synergy_HSA=5.16. (4) Drug 1: CN1C2=C(C=C(C=C2)N(CCCl)CCCl)N=C1CCCC(=O)O.Cl. Drug 2: CC1CCCC2(C(O2)CC(NC(=O)CC(C(C(=O)C(C1O)C)(C)C)O)C(=CC3=CSC(=N3)C)C)C. Cell line: PC-3. Synergy scores: CSS=41.9, Synergy_ZIP=0.922, Synergy_Bliss=-2.72, Synergy_Loewe=-29.2, Synergy_HSA=-3.08. (5) Drug 1: CS(=O)(=O)C1=CC(=C(C=C1)C(=O)NC2=CC(=C(C=C2)Cl)C3=CC=CC=N3)Cl. Drug 2: CS(=O)(=O)CCNCC1=CC=C(O1)C2=CC3=C(C=C2)N=CN=C3NC4=CC(=C(C=C4)OCC5=CC(=CC=C5)F)Cl. Cell line: HCT-15. Synergy scores: CSS=6.18, Synergy_ZIP=-2.18, Synergy_Bliss=0.945, Synergy_Loewe=-2.18, Synergy_HSA=-1.36. (6) Drug 1: CN(CCCl)CCCl.Cl. Drug 2: B(C(CC(C)C)NC(=O)C(CC1=CC=CC=C1)NC(=O)C2=NC=CN=C2)(O)O. Cell line: RPMI-8226. Synergy scores: CSS=30.9, Synergy_ZIP=-7.18, Synergy_Bliss=-6.15, Synergy_Loewe=-16.8, Synergy_HSA=-7.93. (7) Drug 1: C1=C(C(=O)NC(=O)N1)N(CCCl)CCCl. Drug 2: CC1C(C(CC(O1)OC2CC(CC3=C2C(=C4C(=C3O)C(=O)C5=CC=CC=C5C4=O)O)(C(=O)C)O)N)O. Cell line: SF-295. Synergy scores: CSS=47.7, Synergy_ZIP=-4.61, Synergy_Bliss=-7.25, Synergy_Loewe=-7.29, Synergy_HSA=-2.04.